The task is: Predict which catalyst facilitates the given reaction.. This data is from Catalyst prediction with 721,799 reactions and 888 catalyst types from USPTO. (1) Product: [CH3:15][C:12]1[N:9]2[C:10]3[C:5]([C:6]([C:16]4[CH:21]=[CH:20][CH:19]=[CH:18][CH:17]=4)=[CH:7][C:8]2=[N:14][N:13]=1)=[CH:4][CH:3]=[C:2]([S:22][C:23]1[CH:24]=[C:25]([C:29]2([OH:35])[CH2:34][CH2:33][O:32][CH2:31][CH2:30]2)[CH:26]=[CH:27][CH:28]=1)[CH:11]=3. The catalyst class is: 62. Reactant: I[C:2]1[CH:11]=[C:10]2[C:5]([C:6]([C:16]3[CH:21]=[CH:20][CH:19]=[CH:18][CH:17]=3)=[CH:7][C:8]3[N:9]2[C:12]([CH3:15])=[N:13][N:14]=3)=[CH:4][CH:3]=1.[SH:22][C:23]1[CH:24]=[C:25]([C:29]2([OH:35])[CH2:34][CH2:33][O:32][CH2:31][CH2:30]2)[CH:26]=[CH:27][CH:28]=1.CCN(C(C)C)C(C)C.C1(P(C2C=CC=CC=2)C2C3OC4C(=CC=CC=4P(C4C=CC=CC=4)C4C=CC=CC=4)C(C)(C)C=3C=CC=2)C=CC=CC=1. (2) Reactant: [C:1]([O:5][C:6](=[O:48])[NH:7][C@H:8]([C@@H:29]1[O:33][C:32](=[O:34])[N:31]([C:35]2([C:38]3[CH:43]=[CH:42][CH:41]=[C:40]([C:44]([CH3:47])([CH3:46])[CH3:45])[CH:39]=3)[CH2:37][CH2:36]2)[CH2:30]1)[CH2:9][C:10]1[CH:15]=[CH:14][C:13]([NH:16]/[C:17](/[SH:28])=[CH:18]/[C:19]([C:21]2[CH:26]=[CH:25][C:24]([F:27])=[CH:23][CH:22]=2)=[O:20])=[CH:12][CH:11]=1)([CH3:4])([CH3:3])[CH3:2].[H-].[Na+].[CH3:51]I.[NH4+].[Cl-]. Product: [C:1]([O:5][C:6](=[O:48])[NH:7][C@H:8]([C@@H:29]1[O:33][C:32](=[O:34])[N:31]([C:35]2([C:38]3[CH:43]=[CH:42][CH:41]=[C:40]([C:44]([CH3:47])([CH3:46])[CH3:45])[CH:39]=3)[CH2:36][CH2:37]2)[CH2:30]1)[CH2:9][C:10]1[CH:11]=[CH:12][C:13]([NH:16]/[C:17](/[S:28][CH3:51])=[CH:18]/[C:19]([C:21]2[CH:26]=[CH:25][C:24]([F:27])=[CH:23][CH:22]=2)=[O:20])=[CH:14][CH:15]=1)([CH3:3])([CH3:4])[CH3:2]. The catalyst class is: 1.